From a dataset of Full USPTO retrosynthesis dataset with 1.9M reactions from patents (1976-2016). Predict the reactants needed to synthesize the given product. (1) The reactants are: [H-].C([Al+]CC(C)C)C(C)C.[CH2:11]([O:18][C@@H:19]([C@@H:45]1[NH:50][C@@H:49]([CH3:51])[C:48](=[O:52])[O:47][CH2:46]1)[C@@H:20]([N:30]([CH2:38][C:39]1[CH:44]=[CH:43][CH:42]=[CH:41][CH:40]=1)[CH2:31][C:32]1[CH:37]=[CH:36][CH:35]=[CH:34][CH:33]=1)[CH2:21][C:22]1[CH:27]=[C:26]([F:28])[CH:25]=[C:24]([F:29])[CH:23]=1)[C:12]1[CH:17]=[CH:16][CH:15]=[CH:14][CH:13]=1. Given the product [CH2:11]([O:18][C@@H:19]([C@@H:45]1[NH:50][C@@H:49]([CH3:51])[CH:48]([OH:52])[O:47][CH2:46]1)[C@@H:20]([N:30]([CH2:31][C:32]1[CH:33]=[CH:34][CH:35]=[CH:36][CH:37]=1)[CH2:38][C:39]1[CH:44]=[CH:43][CH:42]=[CH:41][CH:40]=1)[CH2:21][C:22]1[CH:23]=[C:24]([F:29])[CH:25]=[C:26]([F:28])[CH:27]=1)[C:12]1[CH:13]=[CH:14][CH:15]=[CH:16][CH:17]=1, predict the reactants needed to synthesize it. (2) Given the product [C:1]([C:5]1[CH:10]=[CH:9][C:8]([N:11]2[CH2:19][C:18]3[C:13](=[C:14]([CH2:20][CH2:21][C:22]4[CH:23]=[CH:24][N:25]=[CH:26][CH:27]=4)[CH:15]=[CH:16][CH:17]=3)[C:12]2=[O:28])=[CH:7][CH:6]=1)([CH3:4])([CH3:2])[CH3:3], predict the reactants needed to synthesize it. The reactants are: [C:1]([C:5]1[CH:10]=[CH:9][C:8]([N:11]2[CH2:19][C:18]3[C:13](=[C:14]([CH:20]=[CH:21][C:22]4[CH:27]=[CH:26][N:25]=[CH:24][CH:23]=4)[CH:15]=[CH:16][CH:17]=3)[C:12]2=[O:28])=[CH:7][CH:6]=1)([CH3:4])([CH3:3])[CH3:2]. (3) Given the product [Cl:24][C:25]1[CH:31]=[C:30]([O:32][C:33]2[C:34]3[N:41]([CH3:42])[CH:40]=[CH:39][C:35]=3[N:36]=[CH:37][N:38]=2)[CH:29]=[CH:28][C:26]=1[NH:27][C:15]([NH:1][C:2]1[CH:6]=[C:5]([CH3:7])[O:4][N:3]=1)=[O:16], predict the reactants needed to synthesize it. The reactants are: [NH2:1][C:2]1[CH:6]=[C:5]([CH3:7])[O:4][N:3]=1.N1C=CC=CC=1.Cl[C:15](OC1C=CC=CC=1)=[O:16].[Cl:24][C:25]1[CH:31]=[C:30]([O:32][C:33]2[C:34]3[N:41]([CH3:42])[CH:40]=[CH:39][C:35]=3[N:36]=[CH:37][N:38]=2)[CH:29]=[CH:28][C:26]=1[NH2:27].[OH-].[Na+]. (4) Given the product [CH3:19][O:20][C:21]1[CH:30]=[C:29]2[C:24]([CH2:25][C:26]([CH3:44])([CH3:45])[N:27]([CH2:31][C:32]3[CH:33]=[C:34]([O:42][CH3:43])[C:35]([O:40][CH3:41])=[C:36]([O:38][CH3:39])[CH:37]=3)[CH2:28]2)=[CH:23][C:22]=1[OH:46], predict the reactants needed to synthesize it. The reactants are: CCCC[N+](CCCC)(CCCC)CCCC.[F-].[CH3:19][O:20][C:21]1[CH:30]=[C:29]2[C:24]([CH2:25][C:26]([CH3:45])([CH3:44])[N:27]([CH2:31][C:32]3[CH:37]=[C:36]([O:38][CH3:39])[C:35]([O:40][CH3:41])=[C:34]([O:42][CH3:43])[CH:33]=3)[CH2:28]2)=[CH:23][C:22]=1[O:46][Si](C(C)C)(C(C)C)C(C)C.COC1C=C(C=CC=1)CN1C(C)(C)CC2C(=CC(OC)=C(O)C=2)C1. (5) Given the product [CH2:1]([NH:8][C:9]([C@H:11]1[CH2:20][C:19]23[CH2:21][CH2:22][C@:12]1([OH:36])[CH:13]1[O:30][C:28]4=[C:29]5[C@@:14]12[CH2:15][CH2:16][N:17]([CH2:32][CH:33]1[CH2:34][CH2:35]1)[C@@H:18]3[CH2:23][C:24]5=[CH:25][CH:26]=[C:27]4[O:31][C:38]1[N:42]([C:43]2[CH:48]=[CH:47][CH:46]=[CH:45][CH:44]=2)[N:41]=[N:40][N:39]=1)=[O:10])[C:2]1[CH:7]=[CH:6][CH:5]=[CH:4][CH:3]=1, predict the reactants needed to synthesize it. The reactants are: [CH2:1]([NH:8][C:9]([C@H:11]1[CH2:20][C:19]23[CH2:21][CH2:22][C@:12]1([OH:36])[CH:13]1[O:30][C:28]4=[C:29]5[C@@:14]12[CH2:15][CH2:16][N:17]([CH2:32][CH:33]1[CH2:35][CH2:34]1)[C@@H:18]3[CH2:23][C:24]5=[CH:25][CH:26]=[C:27]4[OH:31])=[O:10])[C:2]1[CH:7]=[CH:6][CH:5]=[CH:4][CH:3]=1.Cl[C:38]1[N:42]([C:43]2[CH:48]=[CH:47][CH:46]=[CH:45][CH:44]=2)[N:41]=[N:40][N:39]=1.C(=O)([O-])[O-].[K+].[K+]. (6) Given the product [NH2:7][C:16]1[S:17][C@:18]2([C:32]([NH2:33])=[O:34])[C@H:20]([C@:21]([C:24]3[CH:29]=[C:28]([NH2:30])[CH:27]=[CH:26][C:25]=3[F:31])([CH3:23])[N:22]=1)[CH2:19]2, predict the reactants needed to synthesize it. The reactants are: C(OC(=O)[N:7]([C:16]1[S:17][C@:18]2([C:32](=[O:34])[NH2:33])[C@H:20]([C@:21]([C:24]3[CH:29]=[C:28]([NH2:30])[CH:27]=[CH:26][C:25]=3[F:31])([CH3:23])[N:22]=1)[CH2:19]2)COCC[Si](C)(C)C)(C)(C)C.S(=O)(=O)(O)O.O.[O-]P([O-])([O-])=O.[K+].[K+].[K+].